Predict the reactants needed to synthesize the given product. From a dataset of Full USPTO retrosynthesis dataset with 1.9M reactions from patents (1976-2016). (1) Given the product [OH:30][CH2:29][CH2:31][NH:32][C:2]1[CH:11]=[C:10]2[C:5]([CH:6]=[C:7]([C:18]3[CH:19]=[CH:20][C:21]4[O:26][CH2:25][C:24](=[O:27])[NH:23][C:22]=4[CH:28]=3)[CH:8]([C:12]3[CH:17]=[CH:16][CH:15]=[CH:14][CH:13]=3)[O:9]2)=[CH:4][CH:3]=1, predict the reactants needed to synthesize it. The reactants are: I[C:2]1[CH:11]=[C:10]2[C:5]([CH:6]=[C:7]([C:18]3[CH:19]=[CH:20][C:21]4[O:26][CH2:25][C:24](=[O:27])[NH:23][C:22]=4[CH:28]=3)[CH:8]([C:12]3[CH:17]=[CH:16][CH:15]=[CH:14][CH:13]=3)[O:9]2)=[CH:4][CH:3]=1.[CH2:29]([CH2:31][NH2:32])[OH:30].N1CCC[C@H]1C(O)=O.C(=O)([O-])[O-].[K+].[K+].[Cl-].[NH4+]. (2) The reactants are: [C:1]([N:5]1[C:9]([C:10]2[CH:15]=[CH:14][C:13]([O:16][CH3:17])=[CH:12][CH:11]=2)=[C:8]([C:18]2[S:19][CH:20]=[C:21](/[CH:23]=[CH:24]/[C:25]([OH:27])=[O:26])[N:22]=2)[CH:7]=[N:6]1)([CH3:4])([CH3:3])[CH3:2].[H][H]. Given the product [C:1]([N:5]1[C:9]([C:10]2[CH:11]=[CH:12][C:13]([O:16][CH3:17])=[CH:14][CH:15]=2)=[C:8]([C:18]2[S:19][CH:20]=[C:21]([CH2:23][CH2:24][C:25]([OH:27])=[O:26])[N:22]=2)[CH:7]=[N:6]1)([CH3:4])([CH3:2])[CH3:3], predict the reactants needed to synthesize it. (3) Given the product [CH3:6][O:7][C:8](=[O:25])[CH2:9][CH2:10][C:11]1[CH:16]=[CH:15][C:14]([O:17][CH2:18][CH2:19][CH:20]([O:23][S:2]([CH3:1])(=[O:4])=[O:3])[CH2:21][CH3:22])=[CH:13][C:12]=1[CH3:24], predict the reactants needed to synthesize it. The reactants are: [CH3:1][S:2](Cl)(=[O:4])=[O:3].[CH3:6][O:7][C:8](=[O:25])[CH2:9][CH2:10][C:11]1[CH:16]=[CH:15][C:14]([O:17][CH2:18][CH2:19][CH:20]([OH:23])[CH2:21][CH3:22])=[CH:13][C:12]=1[CH3:24]. (4) Given the product [Br:1][C:2]1[C:3]([CH3:9])=[CH:4][C:5]([S:11][CH3:10])=[N:6][CH:7]=1, predict the reactants needed to synthesize it. The reactants are: [Br:1][C:2]1[C:3]([CH3:9])=[CH:4][C:5](Cl)=[N:6][CH:7]=1.[CH3:10][S-:11].[Na+]. (5) Given the product [OH:63][C:61]1([CH2:60][CH:59]([OH:26])[CH3:58])[CH2:68][N:67]([C:69]([O:9][C:5]([CH3:4])([CH3:6])[CH3:8])=[O:70])[CH2:66]1, predict the reactants needed to synthesize it. The reactants are: OCC[CH2:4][C:5]1([OH:9])[CH2:8]N[CH2:6]1.CCN(C(C)C)C(C)C.CN(C([O:26]N1N=NC2C=CC=CC1=2)=[N+](C)C)C.F[P-](F)(F)(F)(F)F.N1C2C(=CC=CC=2S(NC2C=C[C:60]([C:61]([OH:63])=O)=[CH:59][CH:58]=2)(=O)=O)C=CC=1.[CH3:66][N:67]([CH:69]=[O:70])[CH3:68].